This data is from Catalyst prediction with 721,799 reactions and 888 catalyst types from USPTO. The task is: Predict which catalyst facilitates the given reaction. (1) Reactant: [F:1][C:2]1[CH:18]=[CH:17][CH:16]=[CH:15][C:3]=1[CH2:4][O:5][CH2:6][C:7]1[O:11][N:10]=[C:9]([C:12]([OH:14])=O)[CH:8]=1.Cl.[O:20]1[CH2:24][CH2:23][CH:22]([CH2:25][NH2:26])[CH2:21]1.C(N(CC)CC)C.ON1C2C=CC=CC=2N=N1.Cl.C(N=C=NCCCN(C)C)C. Product: [O:20]1[CH2:24][CH2:23][CH:22]([CH2:25][NH:26][C:12]([C:9]2[CH:8]=[C:7]([CH2:6][O:5][CH2:4][C:3]3[CH:15]=[CH:16][CH:17]=[CH:18][C:2]=3[F:1])[O:11][N:10]=2)=[O:14])[CH2:21]1. The catalyst class is: 22. (2) Reactant: [C:1](Cl)(Cl)=[S:2].[NH2:5][C:6]1[CH:10]=[CH:9][S:8][C:7]=1[C:11]([O-:13])=[O:12].[CH2:14](N(CC)CC)C.O. Product: [N:5]([C:6]1[CH:10]=[CH:9][S:8][C:7]=1[C:11]([O:13][CH3:14])=[O:12])=[C:1]=[S:2]. The catalyst class is: 305. (3) Reactant: [CH:1]1([C:7]2([CH3:15])[N:11]([CH3:12])[C:10](=[O:13])[NH:9][C:8]2=[O:14])[CH2:6][CH2:5][CH2:4][CH2:3][CH2:2]1.[H-].[Na+].Br[CH2:19][C:20]([C:22]1[CH:27]=[CH:26][C:25]([N+:28]([O-:30])=[O:29])=[CH:24][CH:23]=1)=[O:21]. Product: [CH:1]1([C:7]2([CH3:15])[N:11]([CH3:12])[C:10](=[O:13])[N:9]([CH2:19][C:20]([C:22]3[CH:23]=[CH:24][C:25]([N+:28]([O-:30])=[O:29])=[CH:26][CH:27]=3)=[O:21])[C:8]2=[O:14])[CH2:2][CH2:3][CH2:4][CH2:5][CH2:6]1. The catalyst class is: 3.